From a dataset of Forward reaction prediction with 1.9M reactions from USPTO patents (1976-2016). Predict the product of the given reaction. (1) Given the reactants [Cl:1][C:2]1[C:7]([C:8](Cl)=[O:9])=[C:6]([Cl:11])[N:5]=[CH:4][N:3]=1.[NH2:12][C:13]1[CH:14]=[C:15]([CH:19]=[CH:20][C:21]=1[O:22][CH3:23])[C:16]([NH2:18])=[O:17], predict the reaction product. The product is: [C:16]([C:15]1[CH:19]=[CH:20][C:21]([O:22][CH3:23])=[C:13]([NH:12][C:8]([C:7]2[C:6]([Cl:11])=[N:5][CH:4]=[N:3][C:2]=2[Cl:1])=[O:9])[CH:14]=1)(=[O:17])[NH2:18]. (2) Given the reactants Br[C:2]1[S:3][CH:4]=[CH:5][N:6]=1.C([Mg]Cl)(C)C.[C:12]([C:15]1[CH:24]=[CH:23][C:18]([C:19]([O:21][CH3:22])=[O:20])=[CH:17][CH:16]=1)(=[O:14])[CH3:13], predict the reaction product. The product is: [OH:14][C:12]([C:15]1[CH:24]=[CH:23][C:18]([C:19]([O:21][CH3:22])=[O:20])=[CH:17][CH:16]=1)([C:2]1[S:3][CH:4]=[CH:5][N:6]=1)[CH3:13]. (3) Given the reactants [Cl:1][C:2]1[C:7]([S:8]([N:11]([O:14][CH3:15])[CH2:12][CH3:13])(=[O:10])=[O:9])=[C:6]([OH:16])[C:5]([NH:17][C:18]2[C:21](=O)[C:20](=[O:23])[C:19]=2[O:24]CC)=[CH:4][CH:3]=1.[NH2:27][C@@H:28]([CH2:30][CH3:31])[CH3:29].C(N(CC)CC)C, predict the reaction product. The product is: [C@H:28]([NH:27][C:21]1[C:20](=[O:23])[C:19](=[O:24])[C:18]=1[NH:17][C:5]1[C:6]([OH:16])=[C:7]([S:8]([N:11]([CH2:12][CH3:13])[O:14][CH3:15])(=[O:10])=[O:9])[C:2]([Cl:1])=[CH:3][CH:4]=1)([CH2:30][CH3:31])[CH3:29]. (4) Given the reactants [Cl:1][C:2]1[CH:3]=[CH:4][C:5]([OH:26])=[C:6]([C:8]2[C:12]([NH:13][C:14]([C:16]3[CH:17]=[N:18][N:19]4[CH:24]=[CH:23][CH:22]=[N:21][C:20]=34)=[O:15])=[CH:11][N:10]([CH3:25])[N:9]=2)[CH:7]=1.I[CH2:28][CH3:29].C(=O)([O-])[O-].[K+].[K+], predict the reaction product. The product is: [Cl:1][C:2]1[CH:3]=[CH:4][C:5]([O:26][CH2:28][CH3:29])=[C:6]([C:8]2[C:12]([NH:13][C:14]([C:16]3[CH:17]=[N:18][N:19]4[CH:24]=[CH:23][CH:22]=[N:21][C:20]=34)=[O:15])=[CH:11][N:10]([CH3:25])[N:9]=2)[CH:7]=1.